Dataset: Catalyst prediction with 721,799 reactions and 888 catalyst types from USPTO. Task: Predict which catalyst facilitates the given reaction. (1) Reactant: [NH2:1][C:2]1[N:10]=[C:9]([O:11][CH2:12][CH2:13][O:14][CH3:15])[N:8]=[C:7]2[C:3]=1[N:4]=[CH:5][N:6]2[CH2:16][C:17]1[CH:18]=[C:19]([CH:24]=[CH:25][CH:26]=1)[C:20]([O:22][CH3:23])=[O:21].C([O-])(=O)C.[Na+].[Br:32]Br. Product: [NH2:1][C:2]1[N:10]=[C:9]([O:11][CH2:12][CH2:13][O:14][CH3:15])[N:8]=[C:7]2[C:3]=1[N:4]=[C:5]([Br:32])[N:6]2[CH2:16][C:17]1[CH:18]=[C:19]([CH:24]=[CH:25][CH:26]=1)[C:20]([O:22][CH3:23])=[O:21]. The catalyst class is: 15. (2) Product: [CH2:28]([O:27][C:24]1[CH:23]=[N:22][C:21]([NH:20][C:17]2[CH:18]=[CH:19][C:14]([CH:10]3[O:11][CH2:12][CH2:13][NH:8][CH2:9]3)=[CH:15][C:16]=2[F:30])=[N:26][CH:25]=1)[CH3:29]. The catalyst class is: 47. Reactant: C(OC([N:8]1[CH2:13][CH2:12][O:11][CH:10]([C:14]2[CH:19]=[CH:18][C:17]([NH:20][C:21]3[N:26]=[CH:25][C:24]([O:27][CH2:28][CH3:29])=[CH:23][N:22]=3)=[C:16]([F:30])[CH:15]=2)[CH2:9]1)=O)(C)(C)C.FC(F)(F)C(O)=O.CCOC(C)=O. (3) Reactant: C(OC(=O)CC1C2C(=CC=CC=2)C=C(N2CC3(CC3)N(CC3C=CC=CC=3)CC2)C=1)C.C([N:39]1[CH2:46][CH2:45][N:44]([C:47]2[CH:48]=[C:49]([CH2:57][C:58]([NH2:60])=[O:59])[C:50]3[C:55]([CH:56]=2)=[CH:54][CH:53]=[CH:52][CH:51]=3)[CH2:43][C:40]21[CH2:42][CH2:41]2)C1C=CC=CC=1.C(N)=O.C[O-].[Na+]. Product: [CH2:41]1[C:40]2([CH2:43][N:44]([C:47]3[CH:48]=[C:49]([CH2:57][C:58]([NH2:60])=[O:59])[C:50]4[C:55]([CH:56]=3)=[CH:54][CH:53]=[CH:52][CH:51]=4)[CH2:45][CH2:46][NH:39]2)[CH2:42]1. The catalyst class is: 121. (4) Reactant: C([Si](C)(C)[O:6][CH2:7][CH2:8][CH2:9][CH2:10][CH2:11][CH2:12][CH2:13][CH2:14][CH2:15][CH2:16][CH2:17][CH2:18][CH2:19][CH2:20][CH2:21][CH2:22][CH2:23][CH2:24][CH2:25][CH2:26][CH2:27][CH2:28][CH2:29][CH2:30][CH2:31][CH2:32][CH2:33][CH3:34])(C)(C)C.Cl. Product: [CH2:7]([OH:6])[CH2:8][CH2:9][CH2:10][CH2:11][CH2:12][CH2:13][CH2:14][CH2:15][CH2:16][CH2:17][CH2:18][CH2:19][CH2:20][CH2:21][CH2:22][CH2:23][CH2:24][CH2:25][CH2:26][CH2:27][CH2:28][CH2:29][CH2:30][CH2:31][CH2:32][CH2:33][CH3:34]. The catalyst class is: 14.